This data is from Peptide-MHC class I binding affinity with 185,985 pairs from IEDB/IMGT. The task is: Regression. Given a peptide amino acid sequence and an MHC pseudo amino acid sequence, predict their binding affinity value. This is MHC class I binding data. (1) The peptide sequence is PYYFANNKF. The MHC is HLA-A02:02 with pseudo-sequence HLA-A02:02. The binding affinity (normalized) is 0. (2) The peptide sequence is KPARGGSSI. The MHC is HLA-B46:01 with pseudo-sequence HLA-B46:01. The binding affinity (normalized) is 0.0847. (3) The peptide sequence is RPLLARMPE. The MHC is HLA-A31:01 with pseudo-sequence HLA-A31:01. The binding affinity (normalized) is 0.0847. (4) The peptide sequence is RADEINAIL. The MHC is HLA-B57:01 with pseudo-sequence HLA-B57:01. The binding affinity (normalized) is 0.0847. (5) The peptide sequence is IFDDLQGSL. The MHC is HLA-B08:02 with pseudo-sequence HLA-B08:02. The binding affinity (normalized) is 0.0847.